Predict the product of the given reaction. From a dataset of Forward reaction prediction with 1.9M reactions from USPTO patents (1976-2016). (1) Given the reactants [NH:1]1[C:9]2[C:4](=[CH:5][C:6]([NH:10][C:11]3[C:15]([C:16]([NH2:18])=[O:17])=[C:14]([NH2:19])[NH:13][N:12]=3)=[CH:7][CH:8]=2)[CH:3]=[N:2]1.[OH:20][C:21]1[CH:28]=[CH:27][C:24]([CH:25]=O)=[CH:23][CH:22]=1, predict the reaction product. The product is: [NH:1]1[C:9]2[C:4](=[CH:5][C:6]([NH:10][C:11]3[C:15]([C:16]([NH2:18])=[O:17])=[C:14]([NH:19][CH2:25][C:24]4[CH:27]=[CH:28][C:21]([OH:20])=[CH:22][CH:23]=4)[NH:13][N:12]=3)=[CH:7][CH:8]=2)[CH:3]=[N:2]1. (2) Given the reactants C(C[C:4]1[S:8][C:7]([C:9]2[N:14]=[N:13][C:12]([N:15]([CH2:23][C:24]3([C:28]4[C:33]([F:34])=[CH:32][CH:31]=[CH:30][N:29]=4)[CH2:27][CH2:26][CH2:25]3)C(=O)OC(C)(C)C)=[CH:11][CH:10]=2)=[N:6][CH:5]=1)#N.Cl.CN.C1C=CC2N(O)N=[N:44][C:42]=2C=1.C(Cl)CCl.[C:52]([O:55]CC)(=O)[CH3:53], predict the reaction product. The product is: [F:34][C:33]1[C:28]([C:24]2([CH2:23][NH:15][C:12]3[N:13]=[N:14][C:9]([C:7]4[S:8][C:4]([CH2:53][C:52]([NH:44][CH3:42])=[O:55])=[CH:5][N:6]=4)=[CH:10][CH:11]=3)[CH2:25][CH2:26][CH2:27]2)=[N:29][CH:30]=[CH:31][CH:32]=1. (3) Given the reactants [H-].[Al+3].[Li+].[H-].[H-].[H-].C(N1CCNCC1)C.C([O:17][C:18](=O)[C:19]1[CH:24]=[CH:23][C:22]([C:25]2[NH:42][C:28]3[N:29]=[CH:30][N:31]=[C:32]([NH:33][C@@H:34]([C:36]4[CH:41]=[CH:40][CH:39]=[CH:38][CH:37]=4)[CH3:35])[C:27]=3[CH:26]=2)=[CH:21][CH:20]=1)C.Cl, predict the reaction product. The product is: [C:36]1([C@H:34]([NH:33][C:32]2[C:27]3[CH:26]=[C:25]([C:22]4[CH:21]=[CH:20][C:19]([CH:18]=[O:17])=[CH:24][CH:23]=4)[NH:42][C:28]=3[N:29]=[CH:30][N:31]=2)[CH3:35])[CH:37]=[CH:38][CH:39]=[CH:40][CH:41]=1. (4) Given the reactants [NH2:1][C:2]1[C:6]2[CH:7]=[CH:8][C:9]([CH2:11][N:12](C(OC(C)(C)C)=O)C(OC(C)(C)C)=O)=[CH:10][C:5]=2[O:4][N:3]=1, predict the reaction product. The product is: [NH2:12][CH2:11][C:9]1[CH:8]=[CH:7][C:6]2[C:2]([NH2:1])=[N:3][O:4][C:5]=2[CH:10]=1. (5) Given the reactants Cl.[NH2:2][CH:3]([CH:5]([C:14]1[CH:19]=[CH:18][C:17]([Cl:20])=[CH:16][CH:15]=1)[CH2:6][C:7]1[CH:12]=[CH:11][C:10]([Cl:13])=[CH:9][CH:8]=1)[CH3:4].[Cl:21][C:22]1[CH:27]=[CH:26][C:25]([NH:28][C:29]([CH3:34])([CH3:33])[C:30](O)=[O:31])=[CH:24][CH:23]=1.CN1CCOCC1.F[P-](F)(F)(F)(F)F.[PH4+], predict the reaction product. The product is: [Cl:20][C:17]1[CH:16]=[CH:15][C:14]([CH:5]([CH2:6][C:7]2[CH:12]=[CH:11][C:10]([Cl:13])=[CH:9][CH:8]=2)[CH:3]([NH:2][C:30](=[O:31])[C:29]([NH:28][C:25]2[CH:26]=[CH:27][C:22]([Cl:21])=[CH:23][CH:24]=2)([CH3:34])[CH3:33])[CH3:4])=[CH:19][CH:18]=1. (6) Given the reactants [F:1][C:2]([F:38])([F:37])[C:3]1[CH:4]=[C:5]([CH:30]=[C:31]([C:33]([F:36])([F:35])[F:34])[CH:32]=1)[C:6]([N:8]1[CH2:13][CH2:12][N:11]([CH2:14][C:15]#[C:16][CH2:17][Cl:18])[CH2:10][C@H:9]1[CH2:19][C:20]1[CH:29]=[CH:28][C:27]2[C:22](=[CH:23][CH:24]=[CH:25][CH:26]=2)[CH:21]=1)=[O:7].[CH3:39][C@H:40]1[O:45][C@@H:44]([CH3:46])[CH2:43][NH:42][CH2:41]1.C(=O)([O-])[O-].[K+].[K+].O, predict the reaction product. The product is: [ClH:18].[ClH:18].[F:1][C:2]([F:38])([F:37])[C:3]1[CH:4]=[C:5]([CH:30]=[C:31]([C:33]([F:36])([F:35])[F:34])[CH:32]=1)[C:6]([N:8]1[CH2:13][CH2:12][N:11]([CH2:14][C:15]#[C:16][CH2:17][N:42]2[CH2:41][C@@H:40]([CH3:39])[O:45][C@@H:44]([CH3:46])[CH2:43]2)[CH2:10][C@H:9]1[CH2:19][C:20]1[CH:29]=[CH:28][C:27]2[C:22](=[CH:23][CH:24]=[CH:25][CH:26]=2)[CH:21]=1)=[O:7].